From a dataset of HIV replication inhibition screening data with 41,000+ compounds from the AIDS Antiviral Screen. Binary Classification. Given a drug SMILES string, predict its activity (active/inactive) in a high-throughput screening assay against a specified biological target. (1) The compound is COc1cc(OC)c2c(C)cc(=O)oc2c1. The result is 0 (inactive). (2) The molecule is COc1ccc(OC)c2c1ccc1c(C)c3ccccc3c(C)c12. The result is 0 (inactive). (3) The molecule is Cc1cc(N(CCC#N)CCC#N)ccc1CC1N=C(c2ccccc2)OC1=O. The result is 0 (inactive).